This data is from Full USPTO retrosynthesis dataset with 1.9M reactions from patents (1976-2016). The task is: Predict the reactants needed to synthesize the given product. (1) Given the product [C:13]1([S:10]([NH:9][C:5]2[CH:4]=[C:3]([C:1]([NH:19][OH:20])=[NH:2])[CH:8]=[CH:7][N:6]=2)(=[O:11])=[O:12])[CH:14]=[CH:15][CH:16]=[CH:17][CH:18]=1, predict the reactants needed to synthesize it. The reactants are: [C:1]([C:3]1[CH:8]=[CH:7][N:6]=[C:5]([NH:9][S:10]([C:13]2[CH:18]=[CH:17][CH:16]=[CH:15][CH:14]=2)(=[O:12])=[O:11])[CH:4]=1)#[N:2].[NH2:19][OH:20]. (2) Given the product [F:23][C:17]1[CH:18]=[CH:19][C:20]([F:22])=[CH:21][C:16]=1[CH:15]([OH:24])[C:12]1[CH:11]=[CH:10][C:9]([CH:8]2[O:29][CH2:26][CH2:27][O:28]2)=[CH:14][N:13]=1, predict the reactants needed to synthesize it. The reactants are: N1C=CC=CC=1.Br[CH:8](Br)[C:9]1[CH:10]=[CH:11][C:12]([C:15](=[O:24])[C:16]2[CH:21]=[C:20]([F:22])[CH:19]=[CH:18][C:17]=2[F:23])=[N:13][CH:14]=1.[CH2:26]([OH:29])[CH2:27][OH:28].[BH4-].[Na+]. (3) Given the product [CH2:1]([O:3][C:4]([N:6]1[CH2:11][CH2:10][N:9]([C:12](=[O:49])[C@@H:13]([NH:23][C:24]([C:26]2[CH:30]=[C:29]([O:31][C:32]3([C:36]([O:38][CH2:39][CH3:40])=[O:37])[CH2:35][CH2:34][CH2:33]3)[N:28]([C:41]3[CH:46]=[CH:45][CH:44]=[C:43]([O:47][CH3:48])[CH:42]=3)[N:27]=2)=[O:25])[CH2:14][CH2:15][C:16]([OH:18])=[O:17])[CH2:8][CH2:7]1)=[O:5])[CH3:2], predict the reactants needed to synthesize it. The reactants are: [CH2:1]([O:3][C:4]([N:6]1[CH2:11][CH2:10][N:9]([C:12](=[O:49])[C@@H:13]([NH:23][C:24]([C:26]2[CH:30]=[C:29]([O:31][C:32]3([C:36]([O:38][CH2:39][CH3:40])=[O:37])[CH2:35][CH2:34][CH2:33]3)[N:28]([C:41]3[CH:46]=[CH:45][CH:44]=[C:43]([O:47][CH3:48])[CH:42]=3)[N:27]=2)=[O:25])[CH2:14][CH2:15][C:16]([O:18]C(C)(C)C)=[O:17])[CH2:8][CH2:7]1)=[O:5])[CH3:2].C1(C)C=CC=CC=1.